Dataset: Forward reaction prediction with 1.9M reactions from USPTO patents (1976-2016). Task: Predict the product of the given reaction. (1) Given the reactants [CH3:1][O:2][C:3](=[O:14])[CH2:4][NH:5][CH2:6][CH2:7][N:8]1[CH2:13][CH2:12][O:11][CH2:10][CH2:9]1.C(N(CC)CC)C.Br.[Br:23][C:24]1[CH:25]=[C:26]([CH2:31]Br)[C:27]([NH2:30])=[N:28][CH:29]=1, predict the reaction product. The product is: [CH3:1][O:2][C:3](=[O:14])[CH2:4][N:5]([CH2:31][C:26]1[C:27]([NH2:30])=[N:28][CH:29]=[C:24]([Br:23])[CH:25]=1)[CH2:6][CH2:7][N:8]1[CH2:13][CH2:12][O:11][CH2:10][CH2:9]1. (2) Given the reactants [CH3:1][CH:2]([C:8]([CH3:10])=[O:9])[C:3]([O:5]CC)=O.[CH:11]([C:14]1[CH:20]=[CH:19][C:17]([NH2:18])=[CH:16][CH:15]=1)([CH3:13])[CH3:12], predict the reaction product. The product is: [CH3:1][CH:2]([C:8](=[O:9])[CH3:10])[C:3]([NH:18][C:17]1[CH:19]=[CH:20][C:14]([CH:11]([CH3:13])[CH3:12])=[CH:15][CH:16]=1)=[O:5]. (3) The product is: [N:22]1[CH:27]=[CH:26][C:25]([C:2]2[C:10]3[C:5](=[CH:6][CH:7]=[CH:8][CH:9]=3)[NH:4][C:3]=2[C:11]([O:13][CH2:14][CH3:15])=[O:12])=[CH:24][CH:23]=1. Given the reactants I[C:2]1[C:10]2[C:5](=[CH:6][CH:7]=[CH:8][CH:9]=2)[NH:4][C:3]=1[C:11]([O:13][CH2:14][CH3:15])=[O:12].C([O-])([O-])=O.[Na+].[Na+].[N:22]1[CH:27]=[CH:26][C:25](B(O)O)=[CH:24][CH:23]=1, predict the reaction product. (4) Given the reactants [CH3:1][O:2][CH2:3][CH2:4][NH:5][CH2:6][C:7]1[CH:19]=[CH:18][C:10]([O:11][CH2:12][C:13]([O:15][CH2:16][CH3:17])=[O:14])=[C:9]([CH3:20])[CH:8]=1.C(N(CC1C=CC(OCC(OCC)=O)=C(C)C=1)[C:26]1[N:31]=[C:30]([C:32]2[CH:37]=[CH:36][C:35]([Cl:38])=[CH:34][CH:33]=2)[CH:29]=[CH:28][N:27]=1)CCC, predict the reaction product. The product is: [Cl:38][C:35]1[CH:34]=[CH:33][C:32]([C:30]2[CH:29]=[CH:28][N:27]=[C:26]([N:5]([CH2:6][C:7]3[CH:19]=[CH:18][C:10]([O:11][CH2:12][C:13]([O:15][CH2:16][CH3:17])=[O:14])=[C:9]([CH3:20])[CH:8]=3)[CH2:4][CH2:3][O:2][CH3:1])[N:31]=2)=[CH:37][CH:36]=1.